Dataset: Forward reaction prediction with 1.9M reactions from USPTO patents (1976-2016). Task: Predict the product of the given reaction. (1) Given the reactants [O:1]1[CH:6]([CH2:7][N:8]2[CH2:38][CH2:37][C:11]3([N:15]([C:16]4[CH:21]=[CH:20][CH:19]=[CH:18][CH:17]=4)[CH2:14][N:13]([CH2:22][C:23]4[CH:24]=[C:25]([CH:33]=[CH:34][CH:35]=4)[C:26]([O:28]C(C)(C)C)=[O:27])[C:12]3=[O:36])[CH2:10][CH2:9]2)[CH2:5][O:4][C:3]2[CH:39]=[CH:40][CH:41]=[CH:42][C:2]1=2.Cl, predict the reaction product. The product is: [O:1]1[CH:6]([CH2:7][N:8]2[CH2:9][CH2:10][C:11]3([N:15]([C:16]4[CH:17]=[CH:18][CH:19]=[CH:20][CH:21]=4)[CH2:14][N:13]([CH2:22][C:23]4[CH:24]=[C:25]([CH:33]=[CH:34][CH:35]=4)[C:26]([OH:28])=[O:27])[C:12]3=[O:36])[CH2:37][CH2:38]2)[CH2:5][O:4][C:3]2[CH:39]=[CH:40][CH:41]=[CH:42][C:2]1=2. (2) Given the reactants [CH2:1]([O:8][C:9]([NH:11][C@H:12]1[CH2:16][CH2:15][N:14]([C@H:17]2[CH2:22][CH2:21][C@@H:20]([NH:23][C:24](=[O:30])[O:25][C:26]([CH3:29])([CH3:28])[CH3:27])[CH2:19][C@H:18]2[CH2:31]SC2C=CC=CC=2)[C:13]1=[O:39])=[O:10])[C:2]1[CH:7]=[CH:6][CH:5]=[CH:4][CH:3]=1, predict the reaction product. The product is: [CH2:1]([O:8][C:9]([NH:11][C@H:12]1[CH2:16][CH2:15][N:14]([C@H:17]2[CH2:22][CH2:21][C@@H:20]([NH:23][C:24](=[O:30])[O:25][C:26]([CH3:27])([CH3:28])[CH3:29])[CH2:19][C@H:18]2[CH3:31])[C:13]1=[O:39])=[O:10])[C:2]1[CH:7]=[CH:6][CH:5]=[CH:4][CH:3]=1. (3) Given the reactants [NH2:1][C:2](=[S:14])[CH2:3][N:4]1[CH:8]=[C:7]([C:9]([O:11][CH2:12][CH3:13])=[O:10])[CH:6]=[N:5]1.Br[CH2:16][C:17]([C:19]1[CH:24]=[CH:23][CH:22]=[C:21]([N+:25]([O-:27])=[O:26])[CH:20]=1)=O, predict the reaction product. The product is: [N+:25]([C:21]1[CH:20]=[C:19]([C:17]2[N:1]=[C:2]([CH2:3][N:4]3[CH:8]=[C:7]([C:9]([O:11][CH2:12][CH3:13])=[O:10])[CH:6]=[N:5]3)[S:14][CH:16]=2)[CH:24]=[CH:23][CH:22]=1)([O-:27])=[O:26].